From a dataset of Reaction yield outcomes from USPTO patents with 853,638 reactions. Predict the reaction yield, written as a fraction of the theoretical maximum amount of product (1.0 means a 100% yield; for example, 0.34 means a 34% yield). (1) The reactants are C([N:8]1[CH2:12][CH2:11][C@H:10]([OH:13])[CH2:9]1)(OC(C)(C)C)=O.[H-].[Na+].Br[CH2:17][CH2:18][O:19][CH2:20][CH2:21][O:22][CH2:23][CH2:24][O:25][CH2:26][CH2:27][O:28][CH2:29][CH2:30][O:31][CH3:32].ClCCl. The catalyst is O1CCCC1. The product is [CH3:32][O:31][CH2:30][CH2:29][O:28][CH2:27][CH2:26][O:25][CH2:24][CH2:23][O:22][CH2:21][CH2:20][O:19][CH2:18][CH2:17][O:13][C@H:10]1[CH2:11][CH2:12][NH:8][CH2:9]1. The yield is 0.560. (2) The reactants are C[Al](C)C.[Cl-:5].[NH4+:6].[CH3:7][S:8]([C:11]1[CH:18]=[CH:17][C:14]([C:15]#[N:16])=[CH:13][CH:12]=1)(=[O:10])=[O:9].CO[C:21]([CH:23]1[CH2:27][CH2:26][CH2:25][C:24]1=O)=O.C([O-])([O-])=O.[K+].[K+]. The catalyst is C1(C)C=CC=CC=1.C(O)C.CO. The product is [Cl:5][C:21]1[C:23]2[CH2:27][CH2:26][CH2:25][C:24]=2[N:6]=[C:15]([C:14]2[CH:17]=[CH:18][C:11]([S:8]([CH3:7])(=[O:9])=[O:10])=[CH:12][CH:13]=2)[N:16]=1. The yield is 0.790. (3) The reactants are N1C=CC=CC=1.[C:7](Cl)(Cl)=[O:8].[N:11]1[CH:16]=[CH:15][C:14]([S:17][C:18]2[CH:24]=[CH:23][C:21]([NH2:22])=[CH:20][CH:19]=2)=[CH:13][CH:12]=1.[CH3:25][O:26][C:27]1[CH:33]=[CH:32][C:31]([C:34]([F:37])([F:36])[F:35])=[CH:30][C:28]=1[NH2:29].[OH-].[Na+]. The catalyst is C(Cl)Cl.C1(C)C=CC=CC=1. The product is [CH3:25][O:26][C:27]1[CH:33]=[CH:32][C:31]([C:34]([F:35])([F:37])[F:36])=[CH:30][C:28]=1[NH:29][C:7]([NH:22][C:21]1[CH:23]=[CH:24][C:18]([S:17][C:14]2[CH:13]=[CH:12][N:11]=[CH:16][CH:15]=2)=[CH:19][CH:20]=1)=[O:8]. The yield is 0.710. (4) The reactants are [C:1]([C:6]1[CH:41]=[C:40]([C:42]([CH2:45][CH3:46])([CH3:44])[CH3:43])[CH:39]=[CH:38][C:7]=1[O:8][CH:9]([CH2:34][CH2:35][CH2:36][CH3:37])[C:10]([NH:12][C:13]1[C:22]([O:23][C:24]2[CH:29]=[CH:28][C:27]([C:30]([CH3:33])([CH3:32])[CH3:31])=[CH:26][CH:25]=2)=[CH:21][C:16]2[NH:17]C(=O)[O:19][C:15]=2[CH:14]=1)=[O:11])([CH2:4][CH3:5])([CH3:3])[CH3:2].C1(C)C(C)=CC=CC=1.[OH-].[Ca+2].[OH-]. The catalyst is C(O)CO. The product is [NH2:17][C:16]1[CH:21]=[C:22]([O:23][C:24]2[CH:25]=[CH:26][C:27]([C:30]([CH3:33])([CH3:32])[CH3:31])=[CH:28][CH:29]=2)[C:13]([NH:12][C:10](=[O:11])[CH:9]([O:8][C:7]2[CH:38]=[CH:39][C:40]([C:42]([CH2:45][CH3:46])([CH3:44])[CH3:43])=[CH:41][C:6]=2[C:1]([CH2:4][CH3:5])([CH3:3])[CH3:2])[CH2:34][CH2:35][CH2:36][CH3:37])=[CH:14][C:15]=1[OH:19]. The yield is 0.850.